From a dataset of Full USPTO retrosynthesis dataset with 1.9M reactions from patents (1976-2016). Predict the reactants needed to synthesize the given product. (1) Given the product [CH2:1]([O:3][CH2:4][C@H:5]([C:7]1[CH:8]=[CH:9][C:10]([C:13]#[C:14][C:15]2[CH:40]=[CH:39][C:18]([C:19]([N:21]([CH3:38])[C@@:22]([CH3:37])([C:23]([NH:25][CH3:26])=[O:24])[C:27]([NH:29][OH:30])=[O:28])=[O:20])=[CH:17][CH:16]=2)=[CH:11][CH:12]=1)[OH:6])[CH3:2], predict the reactants needed to synthesize it. The reactants are: [CH2:1]([O:3][CH2:4][C@H:5]([C:7]1[CH:12]=[CH:11][C:10]([C:13]#[C:14][C:15]2[CH:40]=[CH:39][C:18]([C:19]([N:21]([CH3:38])[C@:22]([CH3:37])([C:27]([NH:29][O:30]C3CCCCO3)=[O:28])[C:23]([NH:25][CH3:26])=[O:24])=[O:20])=[CH:17][CH:16]=2)=[CH:9][CH:8]=1)[OH:6])[CH3:2].CO.O.C1(C)C=CC(S(O)(=O)=O)=CC=1.C(=O)([O-])O.[Na+]. (2) Given the product [C:11]12([C:9](=[O:10])[CH2:8][O:28][C:26]3[CH:25]=[CH:24][CH:23]=[C:22]([Cl:21])[N:27]=3)[CH2:20][CH:15]3[CH2:16][CH:17]([CH2:19][CH:13]([CH2:14]3)[CH2:12]1)[CH2:18]2, predict the reactants needed to synthesize it. The reactants are: C([O-])([O-])=O.[K+].[K+].Br[CH2:8][C:9]([C:11]12[CH2:20][CH:15]3[CH2:16][CH:17]([CH2:19][CH:13]([CH2:14]3)[CH2:12]1)[CH2:18]2)=[O:10].[Cl:21][C:22]1[N:27]=[C:26]([OH:28])[CH:25]=[CH:24][CH:23]=1.CCCCCC.CCOC(C)=O. (3) The reactants are: [CH2:1]([N:5]([CH2:10][CH2:11][CH2:12][CH3:13])[CH2:6][CH2:7][CH2:8][CH3:9])[CH2:2][CH2:3][CH3:4].[C:14]([O-:18])(=[O:17])[CH:15]=[CH2:16]. Given the product [C:14]([O-:18])(=[O:17])[CH:15]=[CH2:16].[CH2:10]([N:5]([CH2:1][CH2:2][CH2:3][CH3:4])[CH2:6][CH2:7][CH2:8][CH3:9])[CH2:11][CH2:12][CH3:13], predict the reactants needed to synthesize it. (4) Given the product [NH2:4][C:3]1[CH:5]=[CH:6][CH:7]=[CH:8][C:2]=1[C:1]([NH:17][CH:15]1[CH2:16][CH2:14]1)=[O:10], predict the reactants needed to synthesize it. The reactants are: [C:1]([OH:10])(=O)[C:2]1[C:3](=[CH:5][CH:6]=[CH:7][CH:8]=1)[NH2:4].C1C=C[C:14]2N(O)N=[N:17][C:15]=2[CH:16]=1.C(Cl)CCl.C1(N)CC1. (5) Given the product [CH3:27][N:2]([CH3:1])[CH2:3][CH2:4][O:5][C:6]1[CH:7]=[C:8]2[C:13](=[CH:14][CH:15]=1)[N:12]=[CH:11][N:10]([C:16]1[CH:17]=[C:18]([CH:22]=[CH:23][C:24]=1[CH3:25])[C:19]([NH:28][C:29]1[CH:33]=[CH:32][O:31][N:30]=1)=[O:20])[C:9]2=[O:26], predict the reactants needed to synthesize it. The reactants are: [CH3:1][N:2]([CH3:27])[CH2:3][CH2:4][O:5][C:6]1[CH:7]=[C:8]2[C:13](=[CH:14][CH:15]=1)[N:12]=[CH:11][N:10]([C:16]1[CH:17]=[C:18]([CH:22]=[CH:23][C:24]=1[CH3:25])[C:19](O)=[O:20])[C:9]2=[O:26].[NH2:28][C:29]1[CH:33]=[CH:32][O:31][N:30]=1. (6) Given the product [F:17][C@@H:16]1[C@@:11]2([C:10](=[O:21])[O:9][CH2:8][N:7]2[C:5]([O:4][CH2:1][CH:2]=[CH2:3])=[O:6])[C@H:12]2[C@H:14]([C@@H:13]2[C:18]([O:20][CH2:32][CH3:33])=[O:19])[CH2:15]1, predict the reactants needed to synthesize it. The reactants are: [CH2:1]([O:4][C:5]([N:7]1[C@:11]2([C@@H:16]([F:17])[CH2:15][C@@H:14]3[C@H:12]2[C@H:13]3[C:18]([OH:20])=[O:19])[C:10](=[O:21])[O:9][CH2:8]1)=[O:6])[CH:2]=[CH2:3].C(=O)([O-])[O-].[Cs+].[Cs+].S(C1C=CC(C)=CC=1)(O[CH2:32][CH3:33])(=O)=O.O. (7) Given the product [Cl:20][CH2:21][CH2:22][O:23][CH:24]([C:28]1[CH:29]=[N:30][C:31]([Cl:34])=[CH:32][CH:33]=1)[C:25]([NH:37][NH:36][C:35]([O:39][C:40]([CH3:43])([CH3:42])[CH3:41])=[O:38])=[O:27], predict the reactants needed to synthesize it. The reactants are: C1C=CC2N(O)N=NC=2C=1.C(N(C(C)C)CC)(C)C.[Cl:20][CH2:21][CH2:22][O:23][CH:24]([C:28]1[CH:29]=[N:30][C:31]([Cl:34])=[CH:32][CH:33]=1)[C:25]([OH:27])=O.[C:35]([O:39][C:40]([CH3:43])([CH3:42])[CH3:41])(=[O:38])[NH:36][NH2:37].